This data is from Forward reaction prediction with 1.9M reactions from USPTO patents (1976-2016). The task is: Predict the product of the given reaction. (1) Given the reactants [NH2:1][C:2]1[CH:7]=[CH:6][C:5]([CH3:8])=[CH:4][N:3]=1.[Cl:9][C:10]1[CH:18]=[CH:17][C:16]([N+:19]([O-:21])=[O:20])=[CH:15][C:11]=1[C:12](Cl)=[O:13], predict the reaction product. The product is: [CH3:8][C:5]1[CH:6]=[CH:7][C:2]([NH:1][C:12]([C:11]2[CH:15]=[C:16]([N+:19]([O-:21])=[O:20])[CH:17]=[CH:18][C:10]=2[Cl:9])=[O:13])=[N:3][CH:4]=1. (2) Given the reactants [C:1]([NH:4][C:5]1[C:13]2[C:8](=[N:9][CH:10]=[CH:11][C:12]=2[N:14]2[CH2:19][CH2:18][N:17]([C:20](=[O:38])[C@H:21]([NH:30]C(=O)OC(C)(C)C)[CH2:22][C:23]3[CH:28]=[CH:27][C:26]([Cl:29])=[CH:25][CH:24]=3)[CH2:16][CH2:15]2)[NH:7][CH:6]=1)(=[O:3])[CH3:2].C(O)(C(F)(F)F)=O.C1(N)C(F)=C(F)C(F)=C(N)C=1F.Cl.Cl, predict the reaction product. The product is: [NH2:30][C@H:21]([CH2:22][C:23]1[CH:24]=[CH:25][C:26]([Cl:29])=[CH:27][CH:28]=1)[C:20]([N:17]1[CH2:16][CH2:15][N:14]([C:12]2[CH:11]=[CH:10][N:9]=[C:8]3[NH:7][CH:6]=[C:5]([NH:4][C:1](=[O:3])[CH3:2])[C:13]=23)[CH2:19][CH2:18]1)=[O:38]. (3) Given the reactants [C:1]([O:5][C:6]([NH:8][C@@H:9]([C:20]1[CH:25]=[CH:24][C:23]([OH:26])=[CH:22][CH:21]=1)[C:10]([O:12][CH2:13][C:14]1[CH:19]=[CH:18][CH:17]=[CH:16][CH:15]=1)=[O:11])=[O:7])([CH3:4])([CH3:3])[CH3:2].N1C=CC=CC=1.[F:33][C:34]([F:47])([F:46])[S:35](O[S:35]([C:34]([F:47])([F:46])[F:33])(=[O:37])=[O:36])(=[O:37])=[O:36], predict the reaction product. The product is: [C:1]([O:5][C:6]([NH:8][C@@H:9]([C:20]1[CH:25]=[CH:24][C:23]([O:26][S:35]([C:34]([F:47])([F:46])[F:33])(=[O:37])=[O:36])=[CH:22][CH:21]=1)[C:10]([O:12][CH2:13][C:14]1[CH:15]=[CH:16][CH:17]=[CH:18][CH:19]=1)=[O:11])=[O:7])([CH3:4])([CH3:2])[CH3:3]. (4) The product is: [N:1]([CH2:4][CH2:5][CH2:6][CH2:7][N:8]([CH3:22])[C:9]([N:11]1[CH:15]=[C:14]([C:16]2[CH:21]=[CH:20][CH:19]=[CH:18][CH:17]=2)[N:13]=[CH:12]1)=[O:10])=[C:42]=[S:43]. Given the reactants [N:1]([CH2:4][CH2:5][CH2:6][CH2:7][N:8]([CH3:22])[C:9]([N:11]1[CH:15]=[C:14]([C:16]2[CH:21]=[CH:20][CH:19]=[CH:18][CH:17]=2)[N:13]=[CH:12]1)=[O:10])=[N+]=[N-].C1(P(C2C=CC=CC=2)C2C=CC=CC=2)C=CC=CC=1.[C:42](=S)=[S:43], predict the reaction product. (5) Given the reactants C([C:8]1[CH:27]=[CH:26][C:25]([NH:28][CH2:29][C@H:30]2[C@@H:34]([S:35][C:36]([C:49]3[CH:54]=[CH:53][CH:52]=[CH:51][CH:50]=3)([C:43]3[CH:48]=[CH:47][CH:46]=[CH:45][CH:44]=3)[C:37]3[CH:42]=[CH:41][CH:40]=[CH:39][CH:38]=3)[CH2:33][CH2:32][NH:31]2)=[CH:24][C:9]=1[C:10]([NH:12][C@@H:13]([CH2:20][CH2:21][S:22][CH3:23])[C:14]([O:16][CH:17](C)C)=[O:15])=[O:11])C1C=CC=CC=1, predict the reaction product. The product is: [C:8]1([C:8]2[CH:27]=[CH:26][C:25]([NH:28][CH2:29][C@H:30]3[C@H:34]([S:35][C:36]([C:37]4[CH:38]=[CH:39][CH:40]=[CH:41][CH:42]=4)([C:49]4[CH:54]=[CH:53][CH:52]=[CH:51][CH:50]=4)[C:43]4[CH:48]=[CH:47][CH:46]=[CH:45][CH:44]=4)[CH2:33][CH2:32][NH:31]3)=[CH:24][C:9]=2[C:10]([NH:12][C@@H:13]([CH2:20][CH2:21][S:22][CH3:23])[C:14]([O:16][CH3:17])=[O:15])=[O:11])[CH:27]=[CH:26][CH:25]=[CH:24][CH:9]=1. (6) Given the reactants [C:1]1([CH:7]([C:29]2[CH:34]=[CH:33][CH:32]=[CH:31][CH:30]=2)[C:8]2[CH:9]=[CH:10][C:11](=[O:28])[N:12]([CH2:14][CH2:15][CH2:16][C:17]3[CH:18]=[C:19]([CH:25]=[CH:26][CH:27]=3)[O:20][CH2:21][C:22]([OH:24])=[O:23])[CH:13]=2)[CH:6]=[CH:5][CH:4]=[CH:3][CH:2]=1.[C:35]([O-])([O-])=O.[K+].[K+].IC, predict the reaction product. The product is: [C:1]1([CH:7]([C:29]2[CH:34]=[CH:33][CH:32]=[CH:31][CH:30]=2)[C:8]2[CH:9]=[CH:10][C:11](=[O:28])[N:12]([CH2:14][CH2:15][CH2:16][C:17]3[CH:18]=[C:19]([CH:25]=[CH:26][CH:27]=3)[O:20][CH2:21][C:22]([O:24][CH3:35])=[O:23])[CH:13]=2)[CH:2]=[CH:3][CH:4]=[CH:5][CH:6]=1. (7) Given the reactants [CH:1]1([N:4]([CH:34]2[CH2:36][CH2:35]2)[C:5]([C:7]2[N:31]([CH2:32][CH3:33])[C:10]3=[N:11][C:12]([NH:19][C:20]4[S:21][C:22]([C:27]([O:29]C)=[O:28])=[C:23]([CH2:25][CH3:26])[N:24]=4)=[C:13]4[N:17]=[CH:16][N:15]([CH3:18])[C:14]4=[C:9]3[CH:8]=2)=[O:6])[CH2:3][CH2:2]1.[OH-].[Na+].Cl, predict the reaction product. The product is: [CH:1]1([N:4]([CH:34]2[CH2:36][CH2:35]2)[C:5]([C:7]2[N:31]([CH2:32][CH3:33])[C:10]3=[N:11][C:12]([NH:19][C:20]4[S:21][C:22]([C:27]([OH:29])=[O:28])=[C:23]([CH2:25][CH3:26])[N:24]=4)=[C:13]4[N:17]=[CH:16][N:15]([CH3:18])[C:14]4=[C:9]3[CH:8]=2)=[O:6])[CH2:3][CH2:2]1. (8) Given the reactants [Br:1][C:2]1[CH:11]=[C:10]2[C:5]([CH:6]=[C:7]([OH:12])[N:8]=[CH:9]2)=[N:4][CH:3]=1.[F:13][C:14]1[CH:15]=[C:16]([CH:19]=[CH:20][CH:21]=1)[CH2:17]Br.C(=O)([O-])[O-].[Cs+].[Cs+], predict the reaction product. The product is: [Br:1][C:2]1[CH:3]=[N:4][C:5]2[C:10]([CH:11]=1)=[CH:9][N:8]([CH2:17][C:16]1[CH:19]=[CH:20][CH:21]=[C:14]([F:13])[CH:15]=1)[C:7](=[O:12])[CH:6]=2. (9) Given the reactants [CH:1]1([N:7]2[C:11]([C:12]3[CH:17]=[CH:16][C:15]([NH2:18])=[C:14]([NH:19][CH2:20][CH:21]([CH3:23])[CH3:22])[CH:13]=3)=[C:10]([C:24]3[CH:29]=[CH:28][CH:27]=[CH:26][CH:25]=3)[N:9]=[CH:8]2)[CH2:6][CH2:5][CH2:4][CH2:3][CH2:2]1.[CH:30](OC)(OC)OC, predict the reaction product. The product is: [CH2:20]([N:19]1[C:14]2[CH:13]=[C:12]([C:11]3[N:7]([CH:1]4[CH2:2][CH2:3][CH2:4][CH2:5][CH2:6]4)[CH:8]=[N:9][C:10]=3[C:24]3[CH:25]=[CH:26][CH:27]=[CH:28][CH:29]=3)[CH:17]=[CH:16][C:15]=2[N:18]=[CH:30]1)[CH:21]([CH3:23])[CH3:22].